From a dataset of Forward reaction prediction with 1.9M reactions from USPTO patents (1976-2016). Predict the product of the given reaction. (1) Given the reactants [O:1]=[C:2]1[CH:6]=[CH:5][C:4](=[O:7])[N:3]1[CH2:8][CH2:9][CH2:10][CH2:11][CH2:12][C:13]([OH:15])=O.[Cl:16]CCl, predict the reaction product. The product is: [O:1]=[C:2]1[CH:6]=[CH:5][C:4](=[O:7])[N:3]1[CH2:8][CH2:9][CH2:10][CH2:11][CH2:12][C:13]([Cl:16])=[O:15]. (2) Given the reactants I[C:2]1[CH:3]=[C:4]([CH:18]=[CH:19][CH:20]=1)[C:5]([NH:7][C:8]1[CH:13]=[CH:12][CH:11]=[C:10]([C:14]([F:17])([F:16])[F:15])[CH:9]=1)=[O:6].C[Mg]Cl.[Li]C(C)(C)C.C[O:30][B:31](OC)[O:32]C, predict the reaction product. The product is: [F:15][C:14]([F:17])([F:16])[C:10]1[CH:9]=[C:8]([NH:7][C:5]([C:4]2[CH:3]=[C:2]([B:31]([OH:32])[OH:30])[CH:20]=[CH:19][CH:18]=2)=[O:6])[CH:13]=[CH:12][CH:11]=1. (3) The product is: [CH3:48][C:32]1[O:31][C:30]([C:24]2[CH:25]=[CH:26][CH:27]=[CH:28][CH:29]=2)=[N:34][C:33]=1[CH2:35][CH2:36][O:37][C:19]1[CH:20]=[CH:21][C:16]([CH2:15][C:5]([O:8][C:9]2[CH:14]=[CH:13][CH:12]=[CH:11][CH:10]=2)([CH2:6][CH3:7])[C:4]([OH:23])=[O:3])=[CH:17][CH:18]=1. Given the reactants C([O:3][C:4](=[O:23])[C:5]([CH2:15][C:16]1[CH:21]=[CH:20][C:19](O)=[CH:18][CH:17]=1)([O:8][C:9]1[CH:14]=[CH:13][CH:12]=[CH:11][CH:10]=1)[CH2:6][CH3:7])C.[C:24]1([C:30]2[O:31][C:32]([CH3:48])=[C:33]([CH2:35][CH2:36][O:37]S(C3C=CC(C)=CC=3)(=O)=O)[N:34]=2)[CH:29]=[CH:28][CH:27]=[CH:26][CH:25]=1, predict the reaction product.